From a dataset of Tyrosyl-DNA phosphodiesterase HTS with 341,365 compounds. Binary Classification. Given a drug SMILES string, predict its activity (active/inactive) in a high-throughput screening assay against a specified biological target. The molecule is O1CCN(C(c2c(O)c3ncccc3cc2)c2ncccc2)CC1. The result is 0 (inactive).